This data is from CYP2C19 inhibition data for predicting drug metabolism from PubChem BioAssay. The task is: Regression/Classification. Given a drug SMILES string, predict its absorption, distribution, metabolism, or excretion properties. Task type varies by dataset: regression for continuous measurements (e.g., permeability, clearance, half-life) or binary classification for categorical outcomes (e.g., BBB penetration, CYP inhibition). Dataset: cyp2c19_veith. (1) The drug is C=CCn1c(C(C)NC(=O)c2ccccc2)n[nH]c1=S. The result is 1 (inhibitor). (2) The drug is O=S(Cc1ccccc1)CC(O)(c1ccccc1)c1ccccc1. The result is 1 (inhibitor).